This data is from Full USPTO retrosynthesis dataset with 1.9M reactions from patents (1976-2016). The task is: Predict the reactants needed to synthesize the given product. (1) Given the product [CH:11]1[CH:12]=[CH:13][C:8]([N:14]([S:17]([C:16]([F:29])([F:28])[F:15])(=[O:19])=[O:18])[S:17]([C:16]([F:29])([F:28])[F:15])(=[O:19])=[O:18])=[CH:9][CH:10]=1, predict the reactants needed to synthesize it. The reactants are: C(N(CC)CC)C.[C:8]1([NH2:14])[CH:13]=[CH:12][CH:11]=[CH:10][CH:9]=1.[F:15][C:16]([F:29])([F:28])[S:17](O[S:17]([C:16]([F:29])([F:28])[F:15])(=[O:19])=[O:18])(=[O:19])=[O:18]. (2) Given the product [NH2:1][C:2]1[N:7]=[C:6]([S:8][CH2:9][C:10]2[CH:15]=[CH:14][CH:13]=[CH:12][C:11]=2[F:16])[N:5]=[C:4]([NH:17][C@H:18]([CH3:21])[CH2:19][OH:20])[C:3]=1[N:22]=[O:23], predict the reactants needed to synthesize it. The reactants are: [NH2:1][C:2]1[N:7]=[C:6]([S:8][CH2:9][C:10]2[CH:15]=[CH:14][CH:13]=[CH:12][C:11]=2[F:16])[N:5]=[C:4]([NH:17][C@H:18]([CH3:21])[CH2:19][OH:20])[CH:3]=1.[N:22]([O-])=[O:23].[Na+]. (3) Given the product [CH:32]1[C:31]2[CH:30]([CH2:29][O:28][C:26]([N:22]3[CH2:23][CH2:24][CH2:25][C@H:21]3[C:20]([N:14]3[CH2:15][C@H:16]([O:18][CH3:19])[CH2:17][C@H:13]3[C:12]([NH:11][CH2:10][C:9]([OH:45])=[O:8])=[O:44])=[O:43])=[O:27])[C:42]3[C:37](=[CH:38][CH:39]=[CH:40][CH:41]=3)[C:36]=2[CH:35]=[CH:34][CH:33]=1, predict the reactants needed to synthesize it. The reactants are: C([O:8][C:9](=[O:45])[CH2:10][NH:11][C:12](=[O:44])[C@@H:13]1[CH2:17][C@@H:16]([O:18][CH3:19])[CH2:15][N:14]1[C:20](=[O:43])[C@@H:21]1[CH2:25][CH2:24][CH2:23][N:22]1[C:26]([O:28][CH2:29][CH:30]1[C:42]2[CH:41]=[CH:40][CH:39]=[CH:38][C:37]=2[C:36]2[C:31]1=[CH:32][CH:33]=[CH:34][CH:35]=2)=[O:27])C1C=CC=CC=1.C(Cl)Cl.CO.CCO. (4) Given the product [NH2:13][C:12]1[CH:11]=[CH:10][C:5]([C:6]([NH:8][CH3:9])=[O:7])=[CH:4][C:3]=1[O:2][CH3:1], predict the reactants needed to synthesize it. The reactants are: [CH3:1][O:2][C:3]1[CH:4]=[C:5]([CH:10]=[CH:11][C:12]=1[N+:13]([O-])=O)[C:6]([NH:8][CH3:9])=[O:7]. (5) Given the product [C:14]([C:11]1[N:12]([CH3:13])[C:8]([C:5]2[CH:6]=[CH:7][C:2]([NH:1][C:17](=[O:18])[O:19][CH2:20][CH:21]([CH3:23])[CH3:22])=[CH:3][CH:4]=2)=[CH:9][CH:10]=1)#[N:15], predict the reactants needed to synthesize it. The reactants are: [NH2:1][C:2]1[CH:7]=[CH:6][C:5]([C:8]2[N:12]([CH3:13])[C:11]([C:14]#[N:15])=[CH:10][CH:9]=2)=[CH:4][CH:3]=1.Cl[C:17]([O:19][CH2:20][CH:21]([CH3:23])[CH3:22])=[O:18]. (6) The reactants are: [CH2:1]=[C:2]1[O:6][C:4](=[O:5])[CH2:3]1.[F:7][C:8]1[CH:16]=[C:15]2[C:11]([CH:12]=[N:13][NH:14]2)=[CH:10][C:9]=1[NH2:17]. Given the product [F:7][C:8]1[CH:16]=[C:15]2[C:11]([CH:12]=[N:13][NH:14]2)=[CH:10][C:9]=1[NH:17][C:4](=[O:5])[CH2:3][C:2](=[O:6])[CH3:1], predict the reactants needed to synthesize it. (7) Given the product [CH:22]1([CH:21]=[C:20]([C:11]2[NH:10][C:14]3=[N:15][CH:16]=[C:17]([F:19])[CH:18]=[C:13]3[CH:12]=2)[C:27]2[CH:28]=[CH:29][C:30]([S:33]([CH2:36][CH2:37][O:38][CH2:39][CH3:42])(=[O:34])=[O:35])=[CH:31][CH:32]=2)[CH2:26][CH2:25][CH2:24][CH2:23]1, predict the reactants needed to synthesize it. The reactants are: C1(S([N:10]2[C:14]3=[N:15][CH:16]=[C:17]([F:19])[CH:18]=[C:13]3[CH:12]=[C:11]2[C:20]([C:27]2[CH:32]=[CH:31][C:30]([S:33]([CH2:36][CH2:37][O:38][CH3:39])(=[O:35])=[O:34])=[CH:29][CH:28]=2)=[CH:21][CH:22]2[CH2:26][CH2:25][CH2:24][CH2:23]2)(=O)=O)C=CC=CC=1.[OH-].[Na+].[CH2:42](O)C.